This data is from Human liver microsome stability data. The task is: Regression/Classification. Given a drug SMILES string, predict its absorption, distribution, metabolism, or excretion properties. Task type varies by dataset: regression for continuous measurements (e.g., permeability, clearance, half-life) or binary classification for categorical outcomes (e.g., BBB penetration, CYP inhibition). Dataset: hlm. (1) The molecule is CCOc1cc(NC(=O)C2(NC(=O)c3ccc4c(C5CCCC5)c(-c5ncc(Cl)cn5)n(C)c4c3)CCC2)ccc1C=CC(=O)OCC(=O)N1CCCC1. The result is 0 (unstable in human liver microsomes). (2) The compound is COc1ccc2[nH]c(C(=O)N3CC(=O)N(Cc4ccccc4)[C@@H](N4[C@H](C)CCC[C@@H]4C)C3)cc2c1. The result is 1 (stable in human liver microsomes). (3) The molecule is Cn1c(C(=O)O)cc2cc(NC(=O)C(C)(C)NC(=O)c3ccc4c(C5CCCCC5)c(-c5ccccn5)n(C)c4c3)ccc21. The result is 0 (unstable in human liver microsomes). (4) The compound is CC#C[C@@H](CC(=O)O)c1ccc(OCc2ccc(C(=O)N[C@@H]3CCCc4ccccc43)cc2)cc1. The result is 0 (unstable in human liver microsomes). (5) The compound is COc1cnc(-c2ccnnc2)c2[nH]cc(C(=O)C(=O)N3CCN(C(=O)c4ccccc4)CC3)c12. The result is 0 (unstable in human liver microsomes). (6) The molecule is CC(C)(C)NC(=O)c1cn2ccnc2c(N2CCN(c3ncccn3)CC2)n1. The result is 1 (stable in human liver microsomes). (7) The molecule is Cc1ccc(N2CCN(C[C@@H]3C[C@H]3c3ccccc3)CC2)c(C)c1. The result is 1 (stable in human liver microsomes).